Dataset: Peptide-MHC class II binding affinity with 134,281 pairs from IEDB. Task: Regression. Given a peptide amino acid sequence and an MHC pseudo amino acid sequence, predict their binding affinity value. This is MHC class II binding data. The peptide sequence is SSCEVALSYYPTPLA. The MHC is DRB1_0701 with pseudo-sequence DRB1_0701. The binding affinity (normalized) is 0.349.